The task is: Regression. Given two drug SMILES strings and cell line genomic features, predict the synergy score measuring deviation from expected non-interaction effect.. This data is from Merck oncology drug combination screen with 23,052 pairs across 39 cell lines. (1) Drug 1: CN1C(=O)C=CC2(C)C3CCC4(C)C(NC(=O)OCC(F)(F)F)CCC4C3CCC12. Drug 2: CC(C)CC(NC(=O)C(Cc1ccccc1)NC(=O)c1cnccn1)B(O)O. Cell line: COLO320DM. Synergy scores: synergy=12.2. (2) Drug 1: C=CCn1c(=O)c2cnc(Nc3ccc(N4CCN(C)CC4)cc3)nc2n1-c1cccc(C(C)(C)O)n1. Drug 2: NC(=O)c1cccc2cn(-c3ccc(C4CCCNC4)cc3)nc12. Cell line: SKMES1. Synergy scores: synergy=15.0. (3) Drug 1: CCN(CC)CCNC(=O)c1c(C)[nH]c(C=C2C(=O)Nc3ccc(F)cc32)c1C. Drug 2: CC(C)CC(NC(=O)C(Cc1ccccc1)NC(=O)c1cnccn1)B(O)O. Cell line: RPMI7951. Synergy scores: synergy=-11.2.